Dataset: Reaction yield outcomes from USPTO patents with 853,638 reactions. Task: Predict the reaction yield, written as a fraction of the theoretical maximum amount of product (1.0 means a 100% yield; for example, 0.34 means a 34% yield). (1) The reactants are C([O:3][C:4](=[O:34])[C:5]1[CH:10]=[C:9]([N:11]2[C:15]([CH3:16])=[CH:14][CH:13]=[C:12]2[C:17]2[CH:22]=[C:21]([Cl:23])[CH:20]=[CH:19][C:18]=2[O:24][CH2:25][C:26]2[CH:31]=[CH:30][C:29]([Cl:32])=[C:28]([Cl:33])[CH:27]=2)[CH:8]=[N:7][CH:6]=1)C.C(O)C. The catalyst is C(OCC)(=O)C. The product is [Cl:23][C:21]1[CH:20]=[CH:19][C:18]([O:24][CH2:25][C:26]2[CH:31]=[CH:30][C:29]([Cl:32])=[C:28]([Cl:33])[CH:27]=2)=[C:17]([C:12]2[N:11]([C:9]3[CH:8]=[N:7][CH:6]=[C:5]([CH:10]=3)[C:4]([OH:34])=[O:3])[C:15]([CH3:16])=[CH:14][CH:13]=2)[CH:22]=1. The yield is 0.790. (2) The reactants are [C:1](=O)([O-])[O-].[Na+].[Na+].S(OC)(OC)(=O)=O.[OH:14][C:15]1[CH:20]=[CH:19][C:18]([CH:21]=[CH:22][C:23](=[O:25])[CH3:24])=[CH:17][C:16]=1[O:26][CH2:27][CH3:28]. The catalyst is CC(C)=O. The product is [CH3:1][O:14][C:15]1[CH:20]=[CH:19][C:18]([CH:21]=[CH:22][C:23](=[O:25])[CH3:24])=[CH:17][C:16]=1[O:26][CH2:27][CH3:28]. The yield is 0.653. (3) The reactants are CN(C)[CH:3]=[C:4]([C:13]1[CH:18]=[CH:17][N:16]=[C:15]([CH3:19])[CH:14]=1)[C:5]([C:7]1[CH:11]=[CH:10][O:9][C:8]=1[CH3:12])=O.Cl.[CH3:22][CH:23]1[CH2:28][CH2:27][CH2:26][N:25]([C:29](=[NH:31])[NH2:30])[CH2:24]1.CC(C)([O-])C.[K+]. The catalyst is C(O)C. The product is [CH3:12][C:8]1[O:9][CH:10]=[CH:11][C:7]=1[C:5]1[C:4]([C:13]2[CH:18]=[CH:17][N:16]=[C:15]([CH3:19])[CH:14]=2)=[CH:3][N:30]=[C:29]([N:25]2[CH2:26][CH2:27][CH2:28][CH:23]([CH3:22])[CH2:24]2)[N:31]=1. The yield is 0.660. (4) The reactants are [Cl:1][C:2]1[N:10]([CH2:11][CH:12]=[CH2:13])[C:9]2[C:8](=[O:14])[NH:7][C:6](=[O:15])[NH:5][C:4]=2[N:3]=1.C(=O)([O-])[O-].[Na+].[Na+].Br[CH2:23][CH2:24][CH2:25][C:26]([F:29])([F:28])[F:27]. The catalyst is CN(C)C=O. The product is [Cl:1][C:2]1[N:10]([CH2:11][CH:12]=[CH2:13])[C:9]2[C:8](=[O:14])[NH:7][C:6](=[O:15])[N:5]([CH2:23][CH2:24][CH2:25][C:26]([F:29])([F:28])[F:27])[C:4]=2[N:3]=1. The yield is 0.570. (5) The reactants are [Al+3].[Cl-].[Cl-].[Cl-].Cl.[CH2:6]([N:13]1[CH2:17][CH:16]([C:18]2[S:19][C:20]([Br:24])=[C:21]([Br:23])[CH:22]=2)[CH:15]([C:25](Cl)=[O:26])[CH2:14]1)[C:7]1[CH:12]=[CH:11][CH:10]=[CH:9][CH:8]=1. The catalyst is C(Cl)Cl. The product is [CH2:6]([N:13]1[CH2:17][CH:16]2[CH:15]([C:25](=[O:26])[C:22]3[C:21]([Br:23])=[C:20]([Br:24])[S:19][C:18]=32)[CH2:14]1)[C:7]1[CH:12]=[CH:11][CH:10]=[CH:9][CH:8]=1. The yield is 0.270.